This data is from Full USPTO retrosynthesis dataset with 1.9M reactions from patents (1976-2016). The task is: Predict the reactants needed to synthesize the given product. (1) Given the product [Br:1][C:2]1[CH:3]=[C:4]([CH2:21][Cl:25])[CH:5]=[CH:6][C:7]=1[O:8][CH2:9][C:10]1[N:11]=[C:12]([C:16]2[O:17][CH:18]=[CH:19][CH:20]=2)[O:13][C:14]=1[CH3:15], predict the reactants needed to synthesize it. The reactants are: [Br:1][C:2]1[CH:3]=[C:4]([CH2:21]O)[CH:5]=[CH:6][C:7]=1[O:8][CH2:9][C:10]1[N:11]=[C:12]([C:16]2[O:17][CH:18]=[CH:19][CH:20]=2)[O:13][C:14]=1[CH3:15].S(Cl)([Cl:25])=O. (2) Given the product [Cl:1][C:2]1[C:7]([O:17][CH3:16])=[C:6]([C:9]#[N:10])[CH:5]=[CH:4][C:3]=1[CH2:11][C:12]([O:14][CH3:15])=[O:13], predict the reactants needed to synthesize it. The reactants are: [Cl:1][C:2]1[C:7](F)=[C:6]([C:9]#[N:10])[CH:5]=[CH:4][C:3]=1[CH2:11][C:12]([O:14][CH3:15])=[O:13].[C:16](=O)([O-])[O-:17].[K+].[K+]. (3) Given the product [ClH:38].[Cl:40][C:41]1[CH:42]=[CH:43][C:44]([O:47][CH:48]2[CH2:49][CH2:50][N:51]([S:54]([CH2:12][CH2:11][C:14]3([N:45]4[CH2:46][CH2:41][CH2:42][CH2:43][CH2:44]4)[NH:15][C:16](=[O:20])[NH:17][C:18]3=[O:19])(=[O:55])=[O:56])[CH2:52][CH2:53]2)=[N:45][CH:46]=1, predict the reactants needed to synthesize it. The reactants are: C(OC(N1C[CH2:12][CH:11]([C:14]2(CS(N3CCC(OC4C=CC([Cl:38])=CN=4)CC3)(=O)=O)[C:18](=[O:19])[NH:17][C:16](=[O:20])[NH:15]2)CC1)=O)(C)(C)C.Cl.[Cl:40][C:41]1[CH:42]=[CH:43][C:44]([O:47][CH:48]2[CH2:53][CH2:52][N:51]([S:54](CC3(C4CCNCC4)NC(=O)NC3=O)(=[O:56])=[O:55])[CH2:50][CH2:49]2)=[N:45][CH:46]=1.CO. (4) Given the product [CH3:19][S:20]([O:1][CH:2]1[CH2:5][N:4]([C:6]2[S:7][CH:8]=[C:9]([CH2:11][N:12]3[C:16](=[O:17])[CH2:15][CH2:14][C:13]3=[O:18])[N:10]=2)[CH2:3]1)(=[O:22])=[O:21], predict the reactants needed to synthesize it. The reactants are: [OH:1][CH:2]1[CH2:5][N:4]([C:6]2[S:7][CH:8]=[C:9]([CH2:11][N:12]3[C:16](=[O:17])[CH2:15][CH2:14][C:13]3=[O:18])[N:10]=2)[CH2:3]1.[CH3:19][S:20](Cl)(=[O:22])=[O:21].C(N(CC)CC)C. (5) Given the product [C:1]([O:4][C@H:5]1[C@@H:10]([O:11][C:12](=[O:14])[CH3:13])[C@H:9]([O:15][C:16](=[O:18])[CH3:17])[C@@H:8]([CH2:19][O:20][C:21](=[O:23])[CH3:22])[O:7][C@@H:6]1[O:24][C@H:25]1[C@H:30]([O:31][C:32](=[O:34])[CH3:33])[C@@H:29]([CH2:35][O:36][C:37](=[O:39])[CH3:38])[O:28][C@H:27]([O:40][C@H:41]2[C@H:46]([O:47][C:48](=[O:50])[CH3:49])[C@@H:45]([CH2:51][O:52][C:53](=[O:55])[CH3:54])[O:44][C@H:43]([O:56][C@H:57]3[C@H:62]([O:63][C:64](=[O:66])[CH3:65])[C@@H:61]([CH2:67][O:68][C:69](=[O:71])[CH3:70])[O:60][C@H:59]([O:72][C@H:73]4[C@@H:94]([O:95][C:96](=[O:98])[CH3:97])[C@H:93]([O:99][C:100](=[O:102])[CH3:101])[C@@H:92]([CH2:103][O:104][C:105](=[O:107])[CH3:106])[O:91][C@@H:74]4[O:75][CH2:76][CH2:77][CH2:78][CH2:79][CH2:80][CH2:81][CH2:82][CH2:83][CH2:84][CH2:85][CH2:86][CH2:87][N:88]4[CH:121]=[C:120]([C:122]5[C:131]6[C:126](=[CH:127][CH:128]=[CH:129][CH:130]=6)[CH:125]=[CH:124][CH:123]=5)[N:90]=[N:89]4)[C@H:58]3[O:108][C:109](=[O:111])[CH3:110])[C@H:42]2[O:112][C:113](=[O:115])[CH3:114])[C@H:26]1[O:116][C:117](=[O:119])[CH3:118])(=[O:3])[CH3:2], predict the reactants needed to synthesize it. The reactants are: [C:1]([O:4][C@H:5]1[C@@H:10]([O:11][C:12](=[O:14])[CH3:13])[C@H:9]([O:15][C:16](=[O:18])[CH3:17])[C@@H:8]([CH2:19][O:20][C:21](=[O:23])[CH3:22])[O:7][C@@H:6]1[O:24][C@H:25]1[C@H:30]([O:31][C:32](=[O:34])[CH3:33])[C@@H:29]([CH2:35][O:36][C:37](=[O:39])[CH3:38])[O:28][C@H:27]([O:40][C@H:41]2[C@H:46]([O:47][C:48](=[O:50])[CH3:49])[C@@H:45]([CH2:51][O:52][C:53](=[O:55])[CH3:54])[O:44][C@H:43]([O:56][C@H:57]3[C@H:62]([O:63][C:64](=[O:66])[CH3:65])[C@@H:61]([CH2:67][O:68][C:69](=[O:71])[CH3:70])[O:60][C@H:59]([O:72][C@H:73]4[C@@H:94]([O:95][C:96](=[O:98])[CH3:97])[C@H:93]([O:99][C:100](=[O:102])[CH3:101])[C@@H:92]([CH2:103][O:104][C:105](=[O:107])[CH3:106])[O:91][C@@H:74]4[O:75][CH2:76][CH2:77][CH2:78][CH2:79][CH2:80][CH2:81][CH2:82][CH2:83][CH2:84][CH2:85][CH2:86][CH2:87][N:88]=[N+:89]=[N-:90])[C@H:58]3[O:108][C:109](=[O:111])[CH3:110])[C@H:42]2[O:112][C:113](=[O:115])[CH3:114])[C@H:26]1[O:116][C:117](=[O:119])[CH3:118])(=[O:3])[CH3:2].[C:120]([C:122]1[C:131]2[C:126](=[CH:127][CH:128]=[CH:129][CH:130]=2)[CH:125]=[CH:124][CH:123]=1)#[CH:121].O=C1O[C@H]([C@H](CO)O)C([O-])=C1O.[Na+]. (6) Given the product [N+:8]([C:5]1[CH:6]=[CH:7][C:2]([O:22][C:19]2[CH:20]=[CH:21][C:16]([C:11]([CH2:14][CH3:15])([CH3:12])[CH3:13])=[CH:17][CH:18]=2)=[N:3][CH:4]=1)([O-:10])=[O:9], predict the reactants needed to synthesize it. The reactants are: Cl[C:2]1[CH:7]=[CH:6][C:5]([N+:8]([O-:10])=[O:9])=[CH:4][N:3]=1.[C:11]([C:16]1[CH:21]=[CH:20][C:19]([OH:22])=[CH:18][CH:17]=1)([CH2:14][CH3:15])([CH3:13])[CH3:12].C([O-])([O-])=O.[K+].[K+]. (7) Given the product [CH2:24]([C:26]1[CH:31]=[CH:30][C:29]([C:32]2[CH:37]=[CH:36][C:35]([C:2]3[CH:7]=[C:6]([N+:8]([O-:10])=[O:9])[CH:5]=[C:4]([C:11]([NH:13][C:14]4[O:15][C:16]([C:19]5[O:20][CH:21]=[CH:22][CH:23]=5)=[N:17][N:18]=4)=[O:12])[CH:3]=3)=[CH:34][CH:33]=2)=[CH:28][CH:27]=1)[CH3:25], predict the reactants needed to synthesize it. The reactants are: Br[C:2]1[CH:3]=[C:4]([C:11]([NH:13][C:14]2[O:15][C:16]([C:19]3[O:20][CH:21]=[CH:22][CH:23]=3)=[N:17][N:18]=2)=[O:12])[CH:5]=[C:6]([N+:8]([O-:10])=[O:9])[CH:7]=1.[CH2:24]([C:26]1[CH:31]=[CH:30][C:29]([C:32]2[CH:37]=[CH:36][C:35](B(O)O)=[CH:34][CH:33]=2)=[CH:28][CH:27]=1)[CH3:25]. (8) Given the product [Cl:9][C:10]1[CH:15]=[CH:14][C:13]([C@H:16]2[C@H:17]([CH3:18])[C@H:3]2[C:4]([O:6][CH2:7][CH3:8])=[O:5])=[CH:12][CH:11]=1, predict the reactants needed to synthesize it. The reactants are: [N+](=[CH:3][C:4]([O:6][CH2:7][CH3:8])=[O:5])=[N-].[Cl:9][C:10]1[CH:15]=[CH:14][C:13](/[CH:16]=[CH:17]/[CH3:18])=[CH:12][CH:11]=1. (9) Given the product [C:1]([O:5][C:6](=[O:30])[NH:7][C:8]1[CH:13]=[CH:12][C:11]([C:14]2[N:15]([CH:26]3[CH2:29][CH2:28][CH2:27]3)[C:16]3[C:21]([C:22]=2[C:23]#[N:24])=[CH:20][CH:19]=[C:18]([CH:31]2[CH2:33][CH2:32]2)[CH:17]=3)=[CH:10][CH:9]=1)([CH3:4])([CH3:3])[CH3:2], predict the reactants needed to synthesize it. The reactants are: [C:1]([O:5][C:6](=[O:30])[NH:7][C:8]1[CH:13]=[CH:12][C:11]([C:14]2[N:15]([CH:26]3[CH2:29][CH2:28][CH2:27]3)[C:16]3[C:21]([C:22]=2[C:23]#[N:24])=[CH:20][CH:19]=[C:18](Br)[CH:17]=3)=[CH:10][CH:9]=1)([CH3:4])([CH3:3])[CH3:2].[CH:31]1(B(O)O)[CH2:33][CH2:32]1.[F-].[K+].